Predict which catalyst facilitates the given reaction. From a dataset of Catalyst prediction with 721,799 reactions and 888 catalyst types from USPTO. (1) Reactant: CS(C)=O.FC(F)(F)C(OC(=O)C(F)(F)F)=O.[Cl:18][C:19]1[CH:24]=[CH:23][C:22]([CH:25]([OH:34])[CH:26]([C:28]2[CH:33]=[CH:32][N:31]=[CH:30][CH:29]=2)[OH:27])=[CH:21][C:20]=1OC.C(N(CC)CC)C.[Cl:44]CCl. Product: [Cl:44][C:20]1[CH:21]=[C:22]([C:25](=[O:34])[C:26]([C:28]2[CH:33]=[CH:32][N:31]=[CH:30][CH:29]=2)=[O:27])[CH:23]=[CH:24][C:19]=1[Cl:18]. The catalyst class is: 6. (2) Reactant: [CH2:1]([O:8][C:9]1[C:10]([C:23]([O:25][CH2:26][CH3:27])=[O:24])=[N:11][N:12]2[CH:17]([C:18](O)=[O:19])[CH2:16][N:15]([CH3:21])[C:14](=[O:22])[C:13]=12)[C:2]1[CH:7]=[CH:6][CH:5]=[CH:4][CH:3]=1.C(Cl)(=O)C([Cl:31])=O. Product: [CH2:1]([O:8][C:9]1[C:10]([C:23]([O:25][CH2:26][CH3:27])=[O:24])=[N:11][N:12]2[CH:17]([C:18]([Cl:31])=[O:19])[CH2:16][N:15]([CH3:21])[C:14](=[O:22])[C:13]=12)[C:2]1[CH:7]=[CH:6][CH:5]=[CH:4][CH:3]=1. The catalyst class is: 59.